Dataset: Forward reaction prediction with 1.9M reactions from USPTO patents (1976-2016). Task: Predict the product of the given reaction. Given the reactants C(N(CC)CC)C.[F:8][C:9]1[CH:17]=[C:16]2[C:12]([C:13]([CH:25]=[O:26])=[CH:14][N:15]2C(OC(C)(C)C)=O)=[CH:11][CH:10]=1.[CH:27](=[N:34][C:35]1[CH:40]=[N:39][CH:38]=[C:37]([O:41][CH3:42])[N:36]=1)[C:28]1[CH:33]=[CH:32][CH:31]=[CH:30][CH:29]=1, predict the reaction product. The product is: [F:8][C:9]1[CH:17]=[C:16]2[C:12]([C:13]([C:25](=[O:26])[CH:27]([NH:34][C:35]3[CH:40]=[N:39][CH:38]=[C:37]([O:41][CH3:42])[N:36]=3)[C:28]3[CH:33]=[CH:32][CH:31]=[CH:30][CH:29]=3)=[CH:14][NH:15]2)=[CH:11][CH:10]=1.